The task is: Predict the reactants needed to synthesize the given product.. This data is from Full USPTO retrosynthesis dataset with 1.9M reactions from patents (1976-2016). Given the product [Cl:20][C:10]1[CH:11]=[C:12]([C:16]([F:17])([F:18])[F:19])[CH:13]=[C:14]([Cl:15])[C:9]=1[N:8]1[C:4]([NH:3][CH2:27][CH2:26][S:28]([CH2:31][CH3:32])(=[O:30])=[O:29])=[C:5]([S:23]([CH3:25])=[O:24])[C:6]([C:21]#[N:22])=[N:7]1, predict the reactants needed to synthesize it. The reactants are: [H-].[K+].[NH2:3][C:4]1[N:8]([C:9]2[C:14]([Cl:15])=[CH:13][C:12]([C:16]([F:19])([F:18])[F:17])=[CH:11][C:10]=2[Cl:20])[N:7]=[C:6]([C:21]#[N:22])[C:5]=1[S:23]([CH3:25])=[O:24].[CH2:26]([S:28]([CH:31]=[CH2:32])(=[O:30])=[O:29])[CH3:27].[Cl-].[NH4+].